Task: Predict which catalyst facilitates the given reaction.. Dataset: Catalyst prediction with 721,799 reactions and 888 catalyst types from USPTO Reactant: [CH:1]([C:4]1[C:12]([C:13]2[NH:17][C:16]([CH2:18][CH2:19][O:20][CH3:21])=[N:15][N:14]=2)=[CH:11][C:7]([C:8]([OH:10])=O)=[C:6]([CH3:22])[CH:5]=1)([CH3:3])[CH3:2].Cl.[NH:24]1[CH2:29][CH2:28][CH:27]([C:30]2[CH:37]=[CH:36][C:33]([C:34]#[N:35])=[CH:32][CH:31]=2)[CH2:26][CH2:25]1.O.ON1C2C=CC=CC=2N=N1.Cl.C(N=C=NCCCN(C)C)C.CCN(C(C)C)C(C)C. Product: [CH:1]([C:4]1[C:12]([C:13]2[NH:17][C:16]([CH2:18][CH2:19][O:20][CH3:21])=[N:15][N:14]=2)=[CH:11][C:7]([C:8]([N:24]2[CH2:29][CH2:28][CH:27]([C:30]3[CH:37]=[CH:36][C:33]([C:34]#[N:35])=[CH:32][CH:31]=3)[CH2:26][CH2:25]2)=[O:10])=[C:6]([CH3:22])[CH:5]=1)([CH3:2])[CH3:3]. The catalyst class is: 399.